Task: Predict the reaction yield, written as a fraction of the theoretical maximum amount of product (1.0 means a 100% yield; for example, 0.34 means a 34% yield).. Dataset: Reaction yield outcomes from USPTO patents with 853,638 reactions (1) The catalyst is [Br-].C([N+](CCCC)(CCCC)CCCC)CCC.O. The yield is 0.963. The product is [C:20]1([C:19]([O:26][CH3:27])=[O:25])([C:21]([O:23][CH3:24])=[O:22])[CH2:3][CH2:2]1. The reactants are Cl[CH2:2][CH2:3]Cl.CC(CC(O)CO)C.C(=O)([O-])[O-].[K+].[K+].[C:19]([O:26][CH3:27])(=[O:25])[CH2:20][C:21]([O:23][CH3:24])=[O:22]. (2) The reactants are [NH2:1][C:2]1[S:3][C:4]([CH2:11][CH3:12])=[CH:5][C:6]=1[C:7]([O:9]C)=O.ClC(Cl)(O[C:17](=O)[O:18][C:19](Cl)(Cl)Cl)Cl.C(N(CC)CC)C.[CH3:32][O:33][C:34]1[CH:39]=[C:38]([O:40]C)[N:37]=[C:36]([NH2:42])[N:35]=1. The catalyst is C(Cl)Cl. The product is [CH3:32][O:33][C:34]1[CH:39]=[C:17]([O:18][CH3:19])[N:42]=[C:36]([N:37]2[C:7](=[O:9])[C:6]3[CH:5]=[C:4]([CH2:11][CH3:12])[S:3][C:2]=3[NH:1][C:38]2=[O:40])[N:35]=1. The yield is 1.00.